Dataset: Forward reaction prediction with 1.9M reactions from USPTO patents (1976-2016). Task: Predict the product of the given reaction. (1) Given the reactants [CH2:1]([N:3]([CH2:8][CH3:9])[C:4](=[O:7])[CH2:5]O)[CH3:2].C1(P(C2C=CC=CC=2)C2C=CC=CC=2)C=CC=CC=1.[Br:29]N1C(=O)CCC1=O.C(N(CC)C(C)C)(C)C, predict the reaction product. The product is: [Br:29][CH2:5][C:4]([N:3]([CH2:8][CH3:9])[CH2:1][CH3:2])=[O:7]. (2) The product is: [CH2:20]([N:17]1[CH2:16][CH2:15][CH:14]([C:4]2[CH:5]=[CH:6][CH:7]=[C:8]([O:9][C:10]([F:11])([F:12])[F:13])[C:3]=2[OH:2])[CH2:19][CH2:18]1)[CH2:21][CH3:22]. Given the reactants C[O:2][C:3]1[C:8]([O:9][C:10]([F:13])([F:12])[F:11])=[CH:7][CH:6]=[CH:5][C:4]=1[CH:14]1[CH2:19][CH2:18][N:17]([CH2:20][CH2:21][CH3:22])[CH2:16][CH2:15]1.Cl.N1C=CC=CC=1.Cl, predict the reaction product. (3) Given the reactants Br[C:2]1[CH:3]=[C:4]2[C:9](=[CH:10][CH:11]=1)[C:8]([Cl:12])=[N:7][N:6]=[C:5]2[O:13][CH3:14].CC1(C)C2C(=C(P(C3C=CC=CC=3)C3C=CC=CC=3)C=CC=2)OC2C(P(C3C=CC=CC=3)C3C=CC=CC=3)=CC=CC1=2.CCN(C(C)C)C(C)C.[CH2:66]([SH:73])[C:67]1[CH:72]=[CH:71][CH:70]=[CH:69][CH:68]=1, predict the reaction product. The product is: [CH2:66]([S:73][C:2]1[CH:3]=[C:4]2[C:9](=[CH:10][CH:11]=1)[C:8]([Cl:12])=[N:7][N:6]=[C:5]2[O:13][CH3:14])[C:67]1[CH:72]=[CH:71][CH:70]=[CH:69][CH:68]=1. (4) Given the reactants Br[C:2]1[N:3]=[CH:4][C:5]2[N:6]([N:8]=[C:9]([NH:11][C:12]3[CH:17]=[CH:16][CH:15]=[C:14]([O:18][CH3:19])[CH:13]=3)[N:10]=2)[CH:7]=1.[CH3:20]B(O)O.C(=O)([O-])[O-].[Na+].[Na+], predict the reaction product. The product is: [CH3:19][O:18][C:14]1[CH:13]=[C:12]([NH:11][C:9]2[N:10]=[C:5]3[CH:4]=[N:3][C:2]([CH3:20])=[CH:7][N:6]3[N:8]=2)[CH:17]=[CH:16][CH:15]=1. (5) Given the reactants [CH2:1]([O:8][C:9]([N:11]1[CH2:15][CH2:14][CH2:13][C@H:12]1[C:16](=[O:30])[NH:17][C:18]1[S:19][CH:20]=[C:21]([C:23]2[CH:28]=[CH:27][C:26]([NH2:29])=[CH:25][CH:24]=2)[N:22]=1)=[O:10])[C:2]1[CH:7]=[CH:6][CH:5]=[CH:4][CH:3]=1.O1CCOCC1.[Si]([N:41]=[C:42]=[O:43])(C)(C)C, predict the reaction product. The product is: [CH2:1]([O:8][C:9]([N:11]1[CH2:15][CH2:14][CH2:13][CH:12]1[C:16](=[O:30])[NH:17][C:18]1[S:19][CH:20]=[C:21]([C:23]2[CH:24]=[CH:25][C:26]([NH:29][C:42]([NH2:41])=[O:43])=[CH:27][CH:28]=2)[N:22]=1)=[O:10])[C:2]1[CH:3]=[CH:4][CH:5]=[CH:6][CH:7]=1. (6) Given the reactants [CH3:1][NH:2][CH:3]1[C:12]2[C:7](=[CH:8][CH:9]=[CH:10][CH:11]=2)[CH2:6][CH2:5][CH:4]1[CH3:13].C(N(CC)CC)C.[CH3:21][C:22]1[N:26]([CH2:27][C:28]([N:30]2[CH2:35][CH2:34][CH:33]([C:36]3[S:37][CH:38]=[C:39]([C:41](Cl)=[O:42])[N:40]=3)[CH2:32][CH2:31]2)=[O:29])[N:25]=[C:24]([C:44]([F:47])([F:46])[F:45])[CH:23]=1, predict the reaction product. The product is: [CH3:1][N:2]([CH:3]1[C:12]2[C:7](=[CH:8][CH:9]=[CH:10][CH:11]=2)[CH2:6][CH2:5][CH:4]1[CH3:13])[C:41]([C:39]1[N:40]=[C:36]([CH:33]2[CH2:34][CH2:35][N:30]([C:28](=[O:29])[CH2:27][N:26]3[C:22]([CH3:21])=[CH:23][C:24]([C:44]([F:45])([F:47])[F:46])=[N:25]3)[CH2:31][CH2:32]2)[S:37][CH:38]=1)=[O:42]. (7) The product is: [CH3:32][C:27]1([CH3:28])[C@@H:26]([C:18]2[CH:19]=[CH:20][CH:21]=[CH:22][CH:23]=2)[C@@H:25]1[C:24]([O:34][CH2:35][CH3:36])=[O:33]. Given the reactants [I-].C([P+]([C:18]1[CH:23]=[CH:22][CH:21]=[CH:20][CH:19]=1)([C:18]1[CH:23]=[CH:22][CH:21]=[CH:20][CH:19]=1)[C:18]1[CH:23]=[CH:22][CH:21]=[CH:20][CH:19]=1)(C)C.[C:24]([O:34][CH2:35][CH3:36])(=[O:33])[CH:25]=[CH:26][C:27]1[CH:32]=CC=C[CH:28]=1, predict the reaction product. (8) Given the reactants [CH2:1]([C:5]1[CH:10]=[CH:9][C:8]([C:11]#[C:12][C:13]2[CH:31]=[CH:30][C:16]([CH2:17][NH:18][C:19]3[CH:20]=[CH:21][C:22]([F:29])=[C:23]([CH:28]=3)[C:24]([O:26][CH3:27])=[O:25])=[CH:15][CH:14]=2)=[CH:7][CH:6]=1)[CH2:2][CH2:3][CH3:4].[CH:32]1([CH:35]=O)[CH2:34][CH2:33]1, predict the reaction product. The product is: [CH2:1]([C:5]1[CH:6]=[CH:7][C:8]([C:11]#[C:12][C:13]2[CH:14]=[CH:15][C:16]([CH2:17][N:18]([CH2:35][CH:32]3[CH2:34][CH2:33]3)[C:19]3[CH:20]=[CH:21][C:22]([F:29])=[C:23]([CH:28]=3)[C:24]([O:26][CH3:27])=[O:25])=[CH:30][CH:31]=2)=[CH:9][CH:10]=1)[CH2:2][CH2:3][CH3:4].